Dataset: NCI-60 drug combinations with 297,098 pairs across 59 cell lines. Task: Regression. Given two drug SMILES strings and cell line genomic features, predict the synergy score measuring deviation from expected non-interaction effect. (1) Synergy scores: CSS=-0.334, Synergy_ZIP=0.658, Synergy_Bliss=-0.990, Synergy_Loewe=-5.38, Synergy_HSA=-7.12. Drug 1: CC1=C(C=C(C=C1)NC(=O)C2=CC=C(C=C2)CN3CCN(CC3)C)NC4=NC=CC(=N4)C5=CN=CC=C5. Cell line: T-47D. Drug 2: CCC1(CC2CC(C3=C(CCN(C2)C1)C4=CC=CC=C4N3)(C5=C(C=C6C(=C5)C78CCN9C7C(C=CC9)(C(C(C8N6C)(C(=O)OC)O)OC(=O)C)CC)OC)C(=O)OC)O.OS(=O)(=O)O. (2) Drug 1: C1CCN(CC1)CCOC2=CC=C(C=C2)C(=O)C3=C(SC4=C3C=CC(=C4)O)C5=CC=C(C=C5)O. Drug 2: CC1OCC2C(O1)C(C(C(O2)OC3C4COC(=O)C4C(C5=CC6=C(C=C35)OCO6)C7=CC(=C(C(=C7)OC)O)OC)O)O. Cell line: HCT-15. Synergy scores: CSS=41.4, Synergy_ZIP=-2.46, Synergy_Bliss=-2.90, Synergy_Loewe=-11.9, Synergy_HSA=-1.99. (3) Drug 1: CC1CCC2CC(C(=CC=CC=CC(CC(C(=O)C(C(C(=CC(C(=O)CC(OC(=O)C3CCCCN3C(=O)C(=O)C1(O2)O)C(C)CC4CCC(C(C4)OC)OCCO)C)C)O)OC)C)C)C)OC. Drug 2: C1CNP(=O)(OC1)N(CCCl)CCCl. Cell line: SN12C. Synergy scores: CSS=17.4, Synergy_ZIP=-2.82, Synergy_Bliss=3.07, Synergy_Loewe=-79.9, Synergy_HSA=1.41.